This data is from Peptide-MHC class II binding affinity with 134,281 pairs from IEDB. The task is: Regression. Given a peptide amino acid sequence and an MHC pseudo amino acid sequence, predict their binding affinity value. This is MHC class II binding data. (1) The peptide sequence is VSSKRNLADAVSKAP. The MHC is HLA-DPA10201-DPB10501 with pseudo-sequence HLA-DPA10201-DPB10501. The binding affinity (normalized) is 0.0199. (2) The peptide sequence is GELQAVDKIDAAFKI. The MHC is DRB4_0101 with pseudo-sequence DRB4_0103. The binding affinity (normalized) is 0.606. (3) The peptide sequence is EKKYFAATQFIPLAA. The MHC is HLA-DQA10501-DQB10301 with pseudo-sequence HLA-DQA10501-DQB10301. The binding affinity (normalized) is 0.372. (4) The peptide sequence is AYGRGIRYDERPEQL. The MHC is HLA-DQA10102-DQB10602 with pseudo-sequence HLA-DQA10102-DQB10602. The binding affinity (normalized) is 0.0628. (5) The peptide sequence is GYKVLVLNPSVAAT. The MHC is HLA-DQA10301-DQB10302 with pseudo-sequence HLA-DQA10301-DQB10302. The binding affinity (normalized) is 0.135.